This data is from Full USPTO retrosynthesis dataset with 1.9M reactions from patents (1976-2016). The task is: Predict the reactants needed to synthesize the given product. The reactants are: B(F)(F)F.[CH3:5]COCC.[CH3:10][C:11]1[C:12](=[O:23])[O:13][CH2:14][C@H:15]([C:17]2[CH:22]=[CH:21][CH:20]=[CH:19][CH:18]=2)[N:16]=1.BrC[CH:26]([CH2:29][CH3:30])[CH2:27][CH3:28].[Mg]. Given the product [CH2:27]([CH:26]([CH2:29][CH3:30])[CH2:10][C@@:11]1([CH3:5])[C:12](=[O:23])[O:13][CH2:14][C@H:15]([C:17]2[CH:22]=[CH:21][CH:20]=[CH:19][CH:18]=2)[NH:16]1)[CH3:28], predict the reactants needed to synthesize it.